Dataset: Human liver microsome stability data. Task: Regression/Classification. Given a drug SMILES string, predict its absorption, distribution, metabolism, or excretion properties. Task type varies by dataset: regression for continuous measurements (e.g., permeability, clearance, half-life) or binary classification for categorical outcomes (e.g., BBB penetration, CYP inhibition). Dataset: hlm. (1) The drug is CS(=O)(=O)c1ccc(-c2cnc3c(O)n(Cc4cc(F)ccc4C#N)c(N4CCC[C@@H](N)C4)nc2-3)c(F)c1. The result is 0 (unstable in human liver microsomes). (2) The molecule is Cn1c(=O)c(F)c(Nc2ccc(I)cc2F)c2c(=O)n(C(CO)CO)cnc21. The result is 0 (unstable in human liver microsomes). (3) The drug is COc1ccc(C2=Nc3c(C(C)(C)C)nn(CCO)c3C(=O)NC2)cc1-c1cnc(N2CCCCC2)nc1. The result is 1 (stable in human liver microsomes). (4) The drug is O=C(NCc1ccc(Cl)cc1Cl)N1CCC(Oc2ncccn2)CC1. The result is 0 (unstable in human liver microsomes).